This data is from Experimentally validated miRNA-target interactions with 360,000+ pairs, plus equal number of negative samples. The task is: Binary Classification. Given a miRNA mature sequence and a target amino acid sequence, predict their likelihood of interaction. (1) The miRNA is mmu-miR-5100 with sequence UCGAAUCCCAGCGGUGCCUCU. The protein sequence of the target gene is MTSANKAIELQLQVKQNAEELQDFMRDLENWEKDIKQKDMELRRQNGVPEENLPPIRNGNFRKKKKGKAKESSKKTREENTKNRIKSYDYEAWAKLDVDRILDELDKDDSTHESLSQESESEEDGIHVDSQKALVLKEKGNKYFKQGKYDEAIDCYTKGMDADPYNPVLPTNRASAYFRLKKFAVAESDCNLAVALNRSYTKAYSRRGAARFALQKLEEAKKDYERVLELEPNNFEATNELRKISQALASKENSYPKEADIVIKSTEGERKQIEAQQNKQQAISEKDRGNGFFKEGKYER.... Result: 0 (no interaction). (2) The miRNA is mmu-miR-342-3p with sequence UCUCACACAGAAAUCGCACCCGU. The protein sequence of the target gene is MEGKWLLCLLLVLGTAAIQAHDGHDDDMIDIEDDLDDVIEEVEDSKSKSDTSTPPSPKVTYKAPVPTGEVYFADSFDRGSLSGWILSKAKKDDTDDEIAKYDGKWEVDEMKETKLPGDKGLVLMSRAKHHAISAKLNKPFLFDTKPLIVQYEVNFQNGIECGGAYVKLLSKTSELNLDQFHDKTPYTIMFGPDKCGEDYKLHFIFRHKNPKTGVYEEKHAKRPDADLKTYFTDKKTHLYTLILNPDNSFEILVDQSVVNSGNLLNDMTPPVNPSREIEDPEDRKPEDWDERPKIADPDAV.... Result: 0 (no interaction). (3) The miRNA is mmu-miR-291b-3p with sequence AAAGUGCAUCCAUUUUGUUUGU. The protein sequence of the target gene is MLRLGLCAAALLCVCQPGAVRADCWLIEGDKGYVWLAICSQNQPPYETIPQHINSTVHDLRLNENKLKAVLYSSLNRFGNLTDLNLTKNEISYIEDGAFLGQTSLQVLQLGYNRLSNLTEGMLRGMSRLQFLFVQHNLIEVVTPTAFSECPSLISIDLSSNRLSRLDGATFASLASLMVCELAGNPFNCECDLFGFLAWLVVFNNVTKNYDRLQCESPREFAGYPLLVPRPYHSLNAITVLQAKCRNGSMPARPVSHPTPYSTDAQREPDENSGFNPDEILSVEPPASSTTDASAGPAIK.... Result: 0 (no interaction). (4) The miRNA is mmu-miR-466a-5p with sequence UAUGUGUGUGUACAUGUACAUA. The protein sequence of the target gene is MPPPAEVTDPSHAPAVLHQLNEQRLRGLFCDVTLIAGDTKFPAHRSVLAASSPFFREALLASAPLPLPPVTGGSAPSPATTTAASSSSSSPPPASPHSSSPPRVLELPGVPAAAFSDVLNFIYSARLALPGGGGDGAAVAEIGALGRRLGISRLQGLGEGGDTWVPPAPTSMVTSDPTEDGLGAGPRTDGEWVGDKAEALTPDSQPRRPFPCPRCGKSFIHPKRLQTHEAQCRRGSNTRGSAGLGPGVSGSGGPAGVDASALPQPVGFRDGPEHVVKVVGGHVLYVCAACERSYVTLSSL.... Result: 0 (no interaction).